This data is from Catalyst prediction with 721,799 reactions and 888 catalyst types from USPTO. The task is: Predict which catalyst facilitates the given reaction. Reactant: [CH3:1][C:2]1[C:10]([CH3:12])([CH3:11])[C:9]2[C:4](=[CH:5][CH:6]=[CH:7][CH:8]=2)[N:3]=1.[I:13][CH2:14][CH2:15][OH:16]. Product: [I-:13].[OH:16][CH2:15][CH2:14][N+:3]1[C:4]2[C:9](=[CH:8][CH:7]=[CH:6][CH:5]=2)[C:10]([CH3:12])([CH3:11])[C:2]=1[CH3:1]. The catalyst class is: 22.